From a dataset of Reaction yield outcomes from USPTO patents with 853,638 reactions. Predict the reaction yield, written as a fraction of the theoretical maximum amount of product (1.0 means a 100% yield; for example, 0.34 means a 34% yield). (1) The reactants are [CH3:1][N:2]1[C:6]([C:7]([F:10])([F:9])[F:8])=[CH:5][C:4]([NH:11][C:12](=[O:20])OC2C=CC=CC=2)=[N:3]1.[CH3:21][O:22][C:23]1[CH:24]=[C:25]2[C:30](=[CH:31][C:32]=1[O:33][CH2:34][CH2:35][O:36][CH3:37])[N:29]=[CH:28][N:27]=[C:26]2[O:38][C:39]1[CH:40]=[C:41]([CH:43]=[CH:44][CH:45]=1)[NH2:42].C(N(CC)C(C)C)(C)C. The catalyst is C1COCC1. The product is [CH3:21][O:22][C:23]1[CH:24]=[C:25]2[C:30](=[CH:31][C:32]=1[O:33][CH2:34][CH2:35][O:36][CH3:37])[N:29]=[CH:28][N:27]=[C:26]2[O:38][C:39]1[CH:40]=[C:41]([NH:42][C:12]([NH:11][C:4]2[CH:5]=[C:6]([C:7]([F:8])([F:9])[F:10])[N:2]([CH3:1])[N:3]=2)=[O:20])[CH:43]=[CH:44][CH:45]=1. The yield is 0.130. (2) The product is [CH2:28]([O:27][C:25](=[O:26])[CH2:24][C:1](=[O:9])[C:2]1[CH:3]=[N:4][CH:5]=[CH:6][CH:7]=1)[CH3:29]. The reactants are [C:1]([OH:9])(=O)[C:2]1[CH:7]=[CH:6][CH:5]=[N:4][CH:3]=1.C1N=CN(C(N2C=NC=C2)=O)C=1.[K].C(OCC)(=O)[CH2:24][C:25]([O:27][CH2:28][CH3:29])=[O:26].[Mg+2].[Cl-].[Cl-].C(O)(=O)C1C=CC=NC=1.C1N=CN(C(N2C=NC=C2)=O)C=1. The catalyst is C1COCC1. The yield is 0.247. (3) The reactants are [H-].[Na+].[Cl:3][C:4]1[CH:9]=[CH:8][C:7]([CH3:10])=[CH:6][C:5]=1[OH:11].CI.[C:14](O)(=O)CC(CC(O)=O)(C(O)=O)O. The catalyst is CN(C=O)C.CCOC(C)=O. The product is [CH3:14][O:11][C:5]1[CH:6]=[C:7]([CH3:10])[CH:8]=[CH:9][C:4]=1[Cl:3]. The yield is 1.00. (4) The reactants are [CH3:1][O:2][C:3](=[O:22])[C@@H:4]([NH:14]C(OC(C)(C)C)=O)[CH2:5][C:6]1[CH:11]=[CH:10][C:9]([O:12][CH3:13])=[CH:8][CH:7]=1.[C:23]([OH:29])([C:25]([F:28])([F:27])[F:26])=[O:24]. The catalyst is ClCCl. The product is [F:26][C:25]([F:28])([F:27])[C:23]([OH:29])=[O:24].[CH3:1][O:2][C:3](=[O:22])[C@@H:4]([NH2:14])[CH2:5][C:6]1[CH:11]=[CH:10][C:9]([O:12][CH3:13])=[CH:8][CH:7]=1. The yield is 0.960. (5) The reactants are [CH3:1][O:2][C:3](=[O:16])[C:4]1[CH:9]=[C:8](I)[C:7]([C:11]([F:14])([F:13])[F:12])=[CH:6][C:5]=1[NH2:15].[CH3:17][N:18]1[C:22]([Sn](CCCC)(CCCC)CCCC)=[CH:21][C:20]([CH3:36])=[N:19]1. The catalyst is O1CCOCC1. The product is [CH3:1][O:2][C:3](=[O:16])[C:4]1[CH:9]=[C:8]([C:22]2[N:18]([CH3:17])[N:19]=[C:20]([CH3:36])[CH:21]=2)[C:7]([C:11]([F:14])([F:13])[F:12])=[CH:6][C:5]=1[NH2:15]. The yield is 0.720.